Dataset: Forward reaction prediction with 1.9M reactions from USPTO patents (1976-2016). Task: Predict the product of the given reaction. (1) Given the reactants [CH:1]1([O:6][C:7]2[CH:8]=[C:9]([CH:19]=[C:20]([O:22]CC3C=CC=CC=3)[CH:21]=2)[C:10]([NH:12][C:13]2[CH:17]=[CH:16][N:15]([CH3:18])[N:14]=2)=[O:11])[CH2:5][CH2:4][CH2:3][CH2:2]1, predict the reaction product. The product is: [CH:1]1([O:6][C:7]2[CH:8]=[C:9]([CH:19]=[C:20]([OH:22])[CH:21]=2)[C:10]([NH:12][C:13]2[CH:17]=[CH:16][N:15]([CH3:18])[N:14]=2)=[O:11])[CH2:5][CH2:4][CH2:3][CH2:2]1. (2) Given the reactants [F:1][C:2]1[CH:6]=[CH:5][S:4][C:3]=1[CH:7]1[O:12][CH2:11][CH2:10][CH2:9][O:8]1.[Li]C(C)(C)C.[C:18](=[O:20])=[O:19], predict the reaction product. The product is: [O:8]1[CH2:9][CH2:10][CH2:11][O:12][CH:7]1[C:3]1[S:4][C:5]([C:18]([OH:20])=[O:19])=[CH:6][C:2]=1[F:1]. (3) Given the reactants [F:1][C:2]1[CH:7]=[C:6]([F:8])[CH:5]=[CH:4][C:3]=1B(O)O.C(=O)([O-])[O-].[Na+].[Na+].C1(P(C2CCCCC2)C2C=CC=CC=2C2C(OC)=CC=CC=2OC)CCCCC1.Br[C:48]1[CH:55]=[CH:54][C:51]([CH:52]=[O:53])=[C:50]([F:56])[C:49]=1[F:57], predict the reaction product. The product is: [F:57][C:49]1[C:50]([F:56])=[C:51]([CH:52]=[O:53])[CH:54]=[CH:55][C:48]=1[C:3]1[CH:4]=[CH:5][C:6]([F:8])=[CH:7][C:2]=1[F:1]. (4) Given the reactants [OH:1][CH2:2][CH2:3][CH2:4][CH2:5][N:6]1[C:11]2[N:12]=[C:13]([S:16][CH3:17])[N:14]=[CH:15][C:10]=2[CH:9]=[C:8]([C:18]2[CH:23]=[CH:22][C:21]([C:24]3[CH:29]=[CH:28][CH:27]=[C:26]([CH3:30])[N:25]=3)=[CH:20][C:19]=2[CH3:31])[C:7]1=[O:32].C1C=C(Cl)C=C(C(OO)=[O:41])C=1, predict the reaction product. The product is: [OH:1][CH2:2][CH2:3][CH2:4][CH2:5][N:6]1[C:11]2[N:12]=[C:13]([S:16]([CH3:17])=[O:41])[N:14]=[CH:15][C:10]=2[CH:9]=[C:8]([C:18]2[CH:23]=[CH:22][C:21]([C:24]3[CH:29]=[CH:28][CH:27]=[C:26]([CH3:30])[N:25]=3)=[CH:20][C:19]=2[CH3:31])[C:7]1=[O:32]. (5) Given the reactants [Cl:1][C:2]1[CH:7]=[CH:6][C:5]([OH:8])=[CH:4][C:3]=1[CH3:9].[OH-].[Na+].[CH2:12](Br)[CH2:13][CH2:14][CH2:15][CH2:16][CH3:17].O, predict the reaction product. The product is: [CH2:12]([O:8][C:5]1[CH:6]=[CH:7][C:2]([Cl:1])=[C:3]([CH3:9])[CH:4]=1)[CH2:13][CH2:14][CH2:15][CH2:16][CH3:17].